From a dataset of Catalyst prediction with 721,799 reactions and 888 catalyst types from USPTO. Predict which catalyst facilitates the given reaction. (1) Reactant: Cl[C:2]1[CH:3]=[CH:4][C:5]([S:8]([CH:11]2[CH2:13][CH2:12]2)(=[O:10])=[O:9])=[N:6][CH:7]=1.[OH:14][CH2:15][C@@H:16]1[O:20][C:19]([C:21]2[NH:25][C:24]([C:26]3[CH:27]=[C:28]([OH:38])[CH:29]=[C:30]([O:32][C@@H:33]([CH3:37])[CH2:34][O:35][CH3:36])[CH:31]=3)=[CH:23][CH:22]=2)=[N:18][CH2:17]1.C(=O)([O-])[O-].[K+].[K+].O. Product: [CH:11]1([S:8]([C:5]2[N:6]=[CH:7][C:2]([O:38][C:28]3[CH:27]=[C:26]([C:24]4[NH:25][C:21]([C:19]5[O:20][C@@H:16]([CH2:15][OH:14])[CH2:17][N:18]=5)=[CH:22][CH:23]=4)[CH:31]=[C:30]([O:32][C@@H:33]([CH3:37])[CH2:34][O:35][CH3:36])[CH:29]=3)=[CH:3][CH:4]=2)(=[O:10])=[O:9])[CH2:13][CH2:12]1. The catalyst class is: 9. (2) Reactant: C([N:8]1[CH2:13][CH2:12][C:11]2([CH2:22][C:21](=[O:23])[C:20]3[C:15](=[CH:16][CH:17]=[C:18](OC)[CH:19]=3)[O:14]2)[CH2:10][CH2:9]1)(OC(C)(C)C)=O.[ClH:26].[CH3:27]O. The catalyst class is: 12. Product: [Cl:26][C:18]1[CH:19]=[C:20]2[C:15](=[CH:16][C:17]=1[CH3:27])[O:14][C:11]1([CH2:10][CH2:9][NH:8][CH2:13][CH2:12]1)[CH2:22][C:21]2=[O:23]. (3) Reactant: [CH3:1][O:2][C:3]([C:5]1[C:6]([SH:19])=[N:7][C:8]2[CH2:9][CH2:10][CH:11]([C:15]([CH3:18])([CH3:17])[CH3:16])[CH2:12][C:13]=2[CH:14]=1)=[O:4].[CH2:20](Br)[C:21]1[CH:26]=[CH:25][CH:24]=[CH:23][CH:22]=1.C([O-])([O-])=O.[K+].[K+]. Product: [CH3:1][O:2][C:3]([C:5]1[C:6]([S:19][CH2:20][C:21]2[CH:26]=[CH:25][CH:24]=[CH:23][CH:22]=2)=[N:7][C:8]2[CH2:9][CH2:10][CH:11]([C:15]([CH3:16])([CH3:18])[CH3:17])[CH2:12][C:13]=2[CH:14]=1)=[O:4]. The catalyst class is: 3. (4) Reactant: [NH2:1][C:2]1[N:7]=[C:6]([N:8]2[C@H:13]([CH3:14])[CH2:12][CH2:11][C@H:10]([NH:15][C:16](=[O:23])[C:17]3[CH:22]=[CH:21][CH:20]=[CH:19][CH:18]=3)[CH2:9]2)[CH:5]=[C:4]([C:24]2[CH:29]=[CH:28][C:27]([C:30]#[N:31])=[C:26](F)[CH:25]=2)[N:3]=1.O.[NH2:34][NH2:35]. Product: [NH2:1][C:2]1[N:7]=[C:6]([N:8]2[C@H:13]([CH3:14])[CH2:12][CH2:11][C@H:10]([NH:15][C:16](=[O:23])[C:17]3[CH:22]=[CH:21][CH:20]=[CH:19][CH:18]=3)[CH2:9]2)[CH:5]=[C:4]([C:24]2[CH:25]=[C:26]3[C:27]([C:30]([NH2:31])=[N:34][NH:35]3)=[CH:28][CH:29]=2)[N:3]=1. The catalyst class is: 8. (5) Reactant: Cl.[CH:2]1([N:5]2[CH2:14][C:13]3[C:8](=[CH:9][CH:10]=[CH:11][CH:12]=3)[N:7]([CH2:15][C:16]3[N:20]([CH2:21][CH2:22][CH:23]([CH3:25])[CH3:24])[C:19]4[CH:26]=[CH:27][C:28]([C:30]#[N:31])=[CH:29][C:18]=4[N:17]=3)[CH2:6]2)[CH2:4][CH2:3]1.Cl.[NH2:33][OH:34].C([O-])([O-])=O.[K+].[K+]. Product: [NH3:5].[CH:2]1([N:5]2[CH2:14][C:13]3[C:8](=[CH:9][CH:10]=[CH:11][CH:12]=3)[N:7]([CH2:15][C:16]3[N:20]([CH2:21][CH2:22][CH:23]([CH3:25])[CH3:24])[C:19]4[CH:26]=[CH:27][C:28]([C:30]([NH2:31])=[N:33][OH:34])=[CH:29][C:18]=4[N:17]=3)[CH2:6]2)[CH2:3][CH2:4]1. The catalyst class is: 271.